From a dataset of Reaction yield outcomes from USPTO patents with 853,638 reactions. Predict the reaction yield, written as a fraction of the theoretical maximum amount of product (1.0 means a 100% yield; for example, 0.34 means a 34% yield). (1) The reactants are Br[C:2]1[N:3]=[C:4]2[C:10]([C:11]([NH:13][C:14]([CH3:17])([CH3:16])[CH3:15])=[O:12])=[CH:9][N:8]([CH2:18][O:19][CH2:20][CH2:21][Si:22]([CH3:25])([CH3:24])[CH3:23])[C:5]2=[N:6][CH:7]=1.[CH3:26][C:27]1[N:31]=[C:30]([NH2:32])[S:29][N:28]=1.CC1(C)C2C(=C(P(C3C=CC=CC=3)C3C=CC=CC=3)C=CC=2)OC2C(P(C3C=CC=CC=3)C3C=CC=CC=3)=CC=CC1=2.C(=O)([O-])[O-].[Cs+].[Cs+]. The catalyst is O1CCOCC1.C1C=CC(/C=C/C(/C=C/C2C=CC=CC=2)=O)=CC=1.C1C=CC(/C=C/C(/C=C/C2C=CC=CC=2)=O)=CC=1.C1C=CC(/C=C/C(/C=C/C2C=CC=CC=2)=O)=CC=1.[Pd].[Pd]. The product is [C:14]([NH:13][C:11]([C:10]1[C:4]2[C:5](=[N:6][CH:7]=[C:2]([NH:32][C:30]3[S:29][N:28]=[C:27]([CH3:26])[N:31]=3)[N:3]=2)[N:8]([CH2:18][O:19][CH2:20][CH2:21][Si:22]([CH3:25])([CH3:24])[CH3:23])[CH:9]=1)=[O:12])([CH3:17])([CH3:16])[CH3:15]. The yield is 0.790. (2) The reactants are [F:1][C:2]([F:12])([F:11])[O:3][C:4]1[CH:10]=[CH:9][CH:8]=[CH:7][C:5]=1[NH2:6].[S-:13][C:14]#[N:15].[NH4+].S.[Na].Cl. No catalyst specified. The product is [F:1][C:2]([F:11])([F:12])[O:3][C:4]1[CH:10]=[CH:9][CH:8]=[CH:7][C:5]=1[NH:6][C:14]([NH2:15])=[S:13]. The yield is 0.360. (3) The reactants are [OH:1][C:2]1[CH:3]=[C:4]([N:8]2[C:17](=[O:18])[C:16]3[C:11](=[CH:12][CH:13]=[CH:14][C:15]=3[CH3:19])[N:10]=[C:9]2[CH:20]([NH:22][C:23]2[N:31]=[CH:30][N:29]=[C:28]3[C:24]=2[N:25]=[CH:26][N:27]3[CH2:32][O:33][CH2:34][CH2:35][Si:36]([CH3:39])([CH3:38])[CH3:37])[CH3:21])[CH:5]=[CH:6][CH:7]=1.C(N(CC)CC)C.C1C=CC(N([S:54]([C:57]([F:60])([F:59])[F:58])(=[O:56])=[O:55])[S:54]([C:57]([F:60])([F:59])[F:58])(=[O:56])=[O:55])=CC=1. The catalyst is C(Cl)Cl. The product is [CH3:19][C:15]1[CH:14]=[CH:13][CH:12]=[C:11]2[C:16]=1[C:17](=[O:18])[N:8]([C:4]1[CH:3]=[C:2]([O:1][S:54]([C:57]([F:60])([F:59])[F:58])(=[O:56])=[O:55])[CH:7]=[CH:6][CH:5]=1)[C:9]([CH:20]([NH:22][C:23]1[N:31]=[CH:30][N:29]=[C:28]3[C:24]=1[N:25]=[CH:26][N:27]3[CH2:32][O:33][CH2:34][CH2:35][Si:36]([CH3:37])([CH3:39])[CH3:38])[CH3:21])=[N:10]2. The yield is 0.770. (4) The reactants are [Br:1][C:2]1[CH:7]=[CH:6][C:5]([CH:8]([C:14](OCC)=[O:15])[C:9](OCC)=[O:10])=[CH:4][CH:3]=1.[H-].C([Al+]CC(C)C)C(C)C.CCCCCC.C(C(C(C([O-])=O)O)O)([O-])=O.[Na+].[K+]. The catalyst is CCOCC. The product is [Br:1][C:2]1[CH:3]=[CH:4][C:5]([CH:8]([CH2:14][OH:15])[CH2:9][OH:10])=[CH:6][CH:7]=1. The yield is 0.370. (5) The reactants are [F:1][C:2]1[CH:3]=[C:4]([OH:8])[CH:5]=[CH:6][CH:7]=1.Br[CH2:10][CH2:11][C:12]([OH:14])=[O:13].[OH-].[Na+]. The catalyst is O. The product is [F:1][C:2]1[CH:3]=[C:4]([CH:5]=[CH:6][CH:7]=1)[O:8][CH2:10][CH2:11][C:12]([OH:14])=[O:13]. The yield is 0.314. (6) The catalyst is CO. The yield is 0.991. The product is [F:1][B-:2]([F:5])([F:4])[F:3].[C:6]([NH:9][C@H:10]([C:18]([O:20][CH3:21])=[O:19])[CH2:11][C:12]1[CH:13]=[NH+:14][CH:15]=[CH:16][CH:17]=1)(=[O:8])[CH3:7]. The reactants are [F:1][B-:2]([F:5])([F:4])[F:3].[C:6]([NH:9][C:10]([C:18]([O:20][CH3:21])=[O:19])=[CH:11][C:12]1[CH:13]=[NH+:14][CH:15]=[CH:16][CH:17]=1)(=[O:8])[CH3:7].F[B-](F)(F)F.[H+].O=O.[H][H]. (7) The reactants are [CH2:1]([S:6][C:7]1[N:12]=[C:11]([C:13]2[S:14][C:15]3[CH:23]=[CH:22][CH:21]=[CH:20][C:16]=3[C:17](=[O:19])[N:18]=2)[CH:10]=[CH:9][CH:8]=1)[CH2:2][CH:3]([CH3:5])[CH3:4].ClC1C=CC=C(C(OO)=[O:32])C=1. The product is [CH2:1]([S:6]([C:7]1[N:12]=[C:11]([C:13]2[S:14][C:15]3[CH:23]=[CH:22][CH:21]=[CH:20][C:16]=3[C:17](=[O:19])[N:18]=2)[CH:10]=[CH:9][CH:8]=1)=[O:32])[CH2:2][CH:3]([CH3:5])[CH3:4]. The yield is 0.960. The catalyst is C(Cl)(Cl)Cl.